Dataset: Forward reaction prediction with 1.9M reactions from USPTO patents (1976-2016). Task: Predict the product of the given reaction. (1) Given the reactants [O:1]=[C:2]1[NH:6][C:5]([C:12]2[CH:17]=[CH:16][CH:15]=[CH:14][CH:13]=2)([CH2:7][O:8][CH2:9][CH:10]=[CH2:11])[C:4](=[O:18])[N:3]1[C:19]1[CH:26]=[CH:25][C:22]([C:23]#[N:24])=[C:21]([C:27]([F:30])([F:29])[F:28])[CH:20]=1.I[CH2:32][CH3:33], predict the reaction product. The product is: [O:1]=[C:2]1[N:6]([CH2:32][CH3:33])[C:5]([C:12]2[CH:13]=[CH:14][CH:15]=[CH:16][CH:17]=2)([CH2:7][O:8][CH2:9][CH:10]=[CH2:11])[C:4](=[O:18])[N:3]1[C:19]1[CH:26]=[CH:25][C:22]([C:23]#[N:24])=[C:21]([C:27]([F:30])([F:28])[F:29])[CH:20]=1. (2) Given the reactants [Br-].[H-].[Na+].[CH2:4]([O:6][C:7](=[O:16])[CH2:8][CH:9]1[CH2:14][CH2:13][CH2:12][CH2:11][C:10]1=O)[CH3:5].[CH3:17]N(C=O)C, predict the reaction product. The product is: [CH2:4]([O:6][C:7](=[O:16])[CH2:8][CH:9]1[CH2:14][CH2:13][CH2:12][CH2:11][C:10]1=[CH2:17])[CH3:5]. (3) The product is: [C:4]([O:3][C:1](=[O:2])[N:8]([C@H:9]([CH2:14][OH:15])[C@@H:10]([CH3:11])[CH2:12][CH3:13])[CH3:17])([CH3:5])([CH3:7])[CH3:6]. Given the reactants [C:1]([N:8]([CH3:17])[C@H:9]([C:14](O)=[O:15])[C@H:10]([CH2:12][CH3:13])[CH3:11])([O:3][C:4]([CH3:7])([CH3:6])[CH3:5])=[O:2].B.C1COCC1.O.C([O-])([O-])=O.[Na+].[Na+], predict the reaction product. (4) Given the reactants [Br:1][C:2]1[CH:3]=[C:4]([OH:9])[CH:5]=[C:6]([Cl:8])[CH:7]=1.Cl[CH2:11][CH:12]1[CH2:14][O:13]1.C([O-])([O-])=O.[K+].[K+], predict the reaction product. The product is: [Br:1][C:2]1[CH:3]=[C:4]([CH:5]=[C:6]([Cl:8])[CH:7]=1)[O:9][CH2:11][CH:12]1[CH2:14][O:13]1. (5) Given the reactants COC1C=C(C=CC=1OC)C[N:7]1[CH:12]=[CH:11][C:10](=O)[C:9]([C:14]#[N:15])=[CH:8]1.[Li+].[Cl-].O=P(Cl)(Cl)[Cl:25], predict the reaction product. The product is: [Cl:25][C:10]1[C:9]([C:14]#[N:15])=[CH:8][N:7]=[CH:12][CH:11]=1. (6) Given the reactants C([O-])([O-])=O.[K+].[K+].[Cl:7][C:8]1[CH:15]=[CH:14][CH:13]=[C:12]([F:16])[C:9]=1[CH2:10]Br.[CH3:17][O:18][C:19]1C(C)=[CH:23][C:22]([N:26]2[C:31](=[O:32])[N:30](CC3C(F)=CC(F)=CC=3F)[C:29]3[CH:43]=[CH:44][CH:45]=[CH:46][C:28]=3[S:27]2(=[O:48])=[O:47])=[CH:21][C:20]=1C.C[N:51](C=O)C, predict the reaction product. The product is: [Cl:7][C:8]1[CH:15]=[CH:14][CH:13]=[C:12]([F:16])[C:9]=1[CH2:10][N:30]1[C:29]2[CH:43]=[CH:44][CH:45]=[CH:46][C:28]=2[S:27](=[O:48])(=[O:47])[N:26]([C:22]2[CH:23]=[N:51][C:19]([O:18][CH3:17])=[CH:20][CH:21]=2)[C:31]1=[O:32].